Dataset: Full USPTO retrosynthesis dataset with 1.9M reactions from patents (1976-2016). Task: Predict the reactants needed to synthesize the given product. (1) Given the product [OH:8][C:4]1[CH:3]=[C:2]([I:1])[CH:7]=[CH:6][C:5]=1[CH:19]=[O:20], predict the reactants needed to synthesize it. The reactants are: [I:1][C:2]1[CH:3]=[C:4]([OH:8])[CH:5]=[CH:6][CH:7]=1.[Cl-].[Mg+2].[Cl-].C(N(CC)CC)C.[CH2:19]=[O:20]. (2) Given the product [Cl:18][C:12]1[CH:13]=[C:14]([Cl:17])[CH:15]=[CH:16][C:11]=1[C:9]([C:7]1[O:8][C:4]2[CH:3]=[C:2]([C:27]3[CH:28]=[C:23]([CH3:22])[CH:24]=[CH:25][CH:26]=3)[CH:21]=[CH:20][C:5]=2[C:6]=1[CH3:19])=[O:10], predict the reactants needed to synthesize it. The reactants are: Br[C:2]1[CH:21]=[CH:20][C:5]2[C:6]([CH3:19])=[C:7]([C:9]([C:11]3[CH:16]=[CH:15][C:14]([Cl:17])=[CH:13][C:12]=3[Cl:18])=[O:10])[O:8][C:4]=2[CH:3]=1.[CH3:22][C:23]1[CH:24]=[C:25](B(O)O)[CH:26]=[CH:27][CH:28]=1.ClCCl.C([O-])([O-])=O.[Na+].[Na+]. (3) Given the product [CH3:24][N:21]1[CH2:22][CH2:23][N:18]([C:15]2[CH:14]=[CH:13][C:12]([NH:11][C:8]3[N:7]=[CH:6][C:5]4=[CH:4][CH:3]=[C:2]([C:29]5[CH:30]=[CH:31][CH:32]=[CH:33][C:28]=5[CH2:27][OH:26])[N:10]4[N:9]=3)=[CH:17][CH:16]=2)[CH2:19][CH2:20]1, predict the reactants needed to synthesize it. The reactants are: Br[C:2]1[N:10]2[C:5]([CH:6]=[N:7][C:8]([NH:11][C:12]3[CH:17]=[CH:16][C:15]([N:18]4[CH2:23][CH2:22][N:21]([CH3:24])[CH2:20][CH2:19]4)=[CH:14][CH:13]=3)=[N:9]2)=[CH:4][CH:3]=1.B1(O)[C:29]2[CH:30]=[CH:31][CH:32]=[CH:33][C:28]=2[CH2:27][O:26]1.C(=O)([O-])[O-].[Cs+].[Cs+].CN(C)C=O. (4) Given the product [NH2:9][CH2:8][CH2:7][CH:6]([C:10]1[CH:15]=[CH:14][CH:13]=[C:12]([S:16]([CH2:18][CH:19]([CH2:23][CH2:24][CH3:25])[CH2:20][CH2:21][CH3:22])=[O:17])[CH:11]=1)[OH:5], predict the reactants needed to synthesize it. The reactants are: B.CSC.[OH:5][CH:6]([C:10]1[CH:15]=[CH:14][CH:13]=[C:12]([S:16]([CH2:18][CH:19]([CH2:23][CH2:24][CH3:25])[CH2:20][CH2:21][CH3:22])=[O:17])[CH:11]=1)[CH2:7][C:8]#[N:9]. (5) Given the product [Cl:1][C:2]1[C:7]([S:8]([CH3:11])(=[O:10])=[O:9])=[CH:6][C:5]([C:12]2[N:13]([C:33]([N:51]3[CH2:52][CH2:53][CH:48]([NH:47][C:45]([NH:44][CH:39]4[CH2:43][CH2:42][CH2:41][CH2:40]4)=[O:46])[CH2:49][CH2:50]3)=[O:34])[C@@:14]([C:26]3[CH:31]=[CH:30][C:29]([Cl:32])=[CH:28][CH:27]=3)([CH3:25])[C@@:15]([C:18]3[CH:19]=[CH:20][C:21]([Cl:24])=[CH:22][CH:23]=3)([CH3:17])[N:16]=2)=[C:4]([O:36][CH2:37][CH3:38])[CH:3]=1, predict the reactants needed to synthesize it. The reactants are: [Cl:1][C:2]1[C:7]([S:8]([CH3:11])(=[O:10])=[O:9])=[CH:6][C:5]([C:12]2[N:13]([C:33](Cl)=[O:34])[C@@:14]([C:26]3[CH:31]=[CH:30][C:29]([Cl:32])=[CH:28][CH:27]=3)([CH3:25])[C@@:15]([C:18]3[CH:23]=[CH:22][C:21]([Cl:24])=[CH:20][CH:19]=3)([CH3:17])[N:16]=2)=[C:4]([O:36][CH2:37][CH3:38])[CH:3]=1.[CH:39]1([NH:44][C:45]([NH:47][CH:48]2[CH2:53][CH2:52][NH:51][CH2:50][CH2:49]2)=[O:46])[CH2:43][CH2:42][CH2:41][CH2:40]1. (6) The reactants are: Br[CH2:2]/[CH:3]=[CH:4]/[C:5]([OH:7])=O.Cl.[Cl:9][C:10]1[CH:11]=[C:12]([OH:30])[CH:13]=[C:14]([NH:16][C:17]2[C:18]3[C:25]4[CH2:26][CH2:27][NH:28][CH2:29][C:24]=4[S:23][C:19]=3[N:20]=[CH:21][N:22]=2)[CH:15]=1.[CH3:31][O:32][CH2:33][CH2:34][NH:35][CH2:36][CH2:37][O:38][CH3:39]. Given the product [CH3:31][O:32][CH2:33][CH2:34][N:35]([CH2:36][CH2:37][O:38][CH3:39])[CH2:2]/[CH:3]=[CH:4]/[C:5]([N:28]1[CH2:27][CH2:26][C:25]2[C:18]3[C:17]([NH:16][C:14]4[CH:13]=[C:12]([OH:30])[CH:11]=[C:10]([Cl:9])[CH:15]=4)=[N:22][CH:21]=[N:20][C:19]=3[S:23][C:24]=2[CH2:29]1)=[O:7], predict the reactants needed to synthesize it.